The task is: Binary Classification. Given a miRNA mature sequence and a target amino acid sequence, predict their likelihood of interaction.. This data is from Experimentally validated miRNA-target interactions with 360,000+ pairs, plus equal number of negative samples. (1) The miRNA is hsa-miR-5698 with sequence UGGGGGAGUGCAGUGAUUGUGG. The protein sequence of the target gene is MWCLLRGLGRPGALARGALGQQQSLGARALASAGSESRDEYSYVVVGAGSAGCVLAGRLTEDPAERVLLLEAGPKDVLAGSKRLSWKIHMPAALVANLCDDRYNWCYHTEVQRGLDGRVLYWPRGRVWGGSSSLNAMVYVRGHAEDYERWQRQGARGWDYAHCLPYFRKAQGHELGASRYRGADGPLRVSRGKTNHPLHCAFLEATQQAGYPLTEDMNGFQQEGFGWMDMTIHEGKRWSAACAYLHPALSRTNLKAEAETLVSRVLFEGTRAVGVEYVKNGQSHRAYASKEVILSGGAIN.... Result: 1 (interaction). (2) The miRNA is mmu-miR-133b-3p with sequence UUUGGUCCCCUUCAACCAGCUA. The protein sequence of the target gene is MAAAEEEDGGPEGPNRERGGAGATFECNICLETAREAVVSVCGHLYCWPCLHQWLETRPERQECPVCKAGISREKVVPLYGRGSQKPQDPRLKTPPRPQGQRPAPESRGGFQPFGDTGGFHFSFGVGAFPFGFFTTVFNAHEPFRRGTGVDLGQGHPASSWQDSLFLFLAIFFFFWLLSI. Result: 0 (no interaction). (3) The miRNA is hsa-miR-4318 with sequence CACUGUGGGUACAUGCU. The protein sequence of the target gene is MFSSSAKIVKPNGEKPDEFESGISQALLELEMNSDLKAQLRELNITAAKEIEVGGGRKAIIIFVPVPQLKSFQKIQVRLVRELEKKFSGKHVVFIAQRRILPKPTRKSRTKNKQKRPRSRTLTAVHDAILEDLVFPSEIVGKRIRVKLDGSRLIKVHLDKAQQNNVEHKVETFSGVYKKLTGKDVNFEFPEFQL. Result: 1 (interaction). (4) The miRNA is mmu-miR-3473b with sequence GGGCUGGAGAGAUGGCUCAG. The protein sequence of the target gene is MFYVIGGIIVSVVAFFFTIKFLFELAARVVSFLQNEDRERRGDRTIYDYVRGNYLDPRSCKVSWDWKDPYEVGHSMAFRVHLFYKNGQPFPAHRPVGLRVHISHVELAVDIPVTQEVLQEPNSNVVKVAFTVRKAGRYEITVKLGGLNVAYSPYYKIFQPGMVVPSKTKIVCHFSTLVLTCGQPHTLQIVPRDEYDNPTNNSMSLRDEHSYSLAIHELGPQEEENNEVSFEKSVTSNRQTCQVFLRLTLHSRGCFHACISYQNQPINNGEFDIIVLSENEKNIVERNVSTSGVSIYFEAY.... Result: 0 (no interaction).